From a dataset of Forward reaction prediction with 1.9M reactions from USPTO patents (1976-2016). Predict the product of the given reaction. (1) Given the reactants [Cl:1][C:2]1[CH:7]=[CH:6][C:5](/[C:8](/[CH3:14])=[CH:9]/[C:10]([O:12][CH3:13])=[O:11])=[CH:4][CH:3]=1.CO[CH2:17][N:18]([CH2:24][C:25]1[CH:30]=[CH:29][CH:28]=[CH:27][CH:26]=1)[CH2:19][Si](C)(C)C.C(O)(C(F)(F)F)=O.CCN(CC)CC, predict the reaction product. The product is: [CH3:13][O:12][C:10]([CH:9]1[C:8]([C:5]2[CH:4]=[CH:3][C:2]([Cl:1])=[CH:7][CH:6]=2)([CH3:14])[CH2:17][N:18]([CH2:24][C:25]2[CH:26]=[CH:27][CH:28]=[CH:29][CH:30]=2)[CH2:19]1)=[O:11]. (2) Given the reactants [NH2:1][C@:2]12[CH2:45][CH2:44][C@@H:43]([C:46]([CH3:48])=[CH2:47])[C@@H:3]1[C@@H:4]1[C@@:17]([CH3:20])([CH2:18][CH2:19]2)[C@@:16]2([CH3:21])[C@@H:7]([C@:8]3([CH3:42])[C@@H:13]([CH2:14][CH2:15]2)[C:12]([CH3:23])([CH3:22])[C:11]([C:24]2[CH2:29][CH2:28][C@@:27]([CH2:40][F:41])([C:30]([O:32][CH2:33][C:34]4[CH:39]=[CH:38][CH:37]=[CH:36][CH:35]=4)=[O:31])[CH2:26][CH:25]=2)=[CH:10][CH2:9]3)[CH2:6][CH2:5]1.[Cl:49][CH2:50][CH:51]=O.C(=O)(O)[O-].[Na+], predict the reaction product. The product is: [Cl:49][CH2:50][CH2:51][NH:1][C@:2]12[CH2:45][CH2:44][C@@H:43]([C:46]([CH3:48])=[CH2:47])[C@@H:3]1[C@@H:4]1[C@@:17]([CH3:20])([CH2:18][CH2:19]2)[C@@:16]2([CH3:21])[C@@H:7]([C@:8]3([CH3:42])[C@@H:13]([CH2:14][CH2:15]2)[C:12]([CH3:22])([CH3:23])[C:11]([C:24]2[CH2:29][CH2:28][C@@:27]([CH2:40][F:41])([C:30]([O:32][CH2:33][C:34]4[CH:35]=[CH:36][CH:37]=[CH:38][CH:39]=4)=[O:31])[CH2:26][CH:25]=2)=[CH:10][CH2:9]3)[CH2:6][CH2:5]1. (3) Given the reactants C([O:3][C:4](=[O:30])[C:5]1[CH:10]=[CH:9][CH:8]=[C:7]([N:11]2[CH:15]=[CH:14][CH:13]=[C:12]2[C:16]2[CH:21]=[CH:20][CH:19]=[CH:18][C:17]=2[O:22][CH2:23][C:24]2[CH:29]=[CH:28][CH:27]=[CH:26][CH:25]=2)[CH:6]=1)C, predict the reaction product. The product is: [CH2:23]([O:22][C:17]1[CH:18]=[CH:19][CH:20]=[CH:21][C:16]=1[C:12]1[N:11]([C:7]2[CH:6]=[C:5]([CH:10]=[CH:9][CH:8]=2)[C:4]([OH:30])=[O:3])[CH:15]=[CH:14][CH:13]=1)[C:24]1[CH:25]=[CH:26][CH:27]=[CH:28][CH:29]=1. (4) Given the reactants [NH2:1][CH2:2][C@H:3]1[N:8]([C:9]([C:11]2[N:12]=[C:13]([CH3:23])[S:14][C:15]=2[C:16]2[CH:17]=[C:18]([CH3:22])[CH:19]=[CH:20][CH:21]=2)=[O:10])[CH2:7][C@H:6]2[C@@H:4]1[CH2:5]2.[CH3:24][N:25]1[CH2:30][CH2:29][N:28]([C:31]2[CH:39]=[CH:38][CH:37]=[CH:36][C:32]=2[C:33](O)=[O:34])[CH2:27][CH2:26]1, predict the reaction product. The product is: [CH3:24][N:25]1[CH2:30][CH2:29][N:28]([C:31]2[CH:39]=[CH:38][CH:37]=[CH:36][C:32]=2[C:33]([NH:1][CH2:2][C@H:3]2[N:8]([C:9]([C:11]3[N:12]=[C:13]([CH3:23])[S:14][C:15]=3[C:16]3[CH:17]=[C:18]([CH3:22])[CH:19]=[CH:20][CH:21]=3)=[O:10])[CH2:7][C@H:6]3[C@@H:4]2[CH2:5]3)=[O:34])[CH2:27][CH2:26]1. (5) Given the reactants [S:1]1[CH:5]=[CH:4][CH:3]=[C:2]1[C:6]1[CH:10]=[CH:9][NH:8][N:7]=1.[H-].[Na+].I[CH:14]([CH2:16][CH3:17])[CH3:15].C(N1C=CC(C2SC=CC=2)=N1)(CC)C, predict the reaction product. The product is: [CH:14]([N:7]1[C:6]([C:2]2[S:1][CH:5]=[CH:4][CH:3]=2)=[CH:10][CH:9]=[N:8]1)([CH2:16][CH3:17])[CH3:15].